Dataset: Forward reaction prediction with 1.9M reactions from USPTO patents (1976-2016). Task: Predict the product of the given reaction. The product is: [N:1]1[CH:6]=[CH:5][CH:4]=[CH:3][C:2]=1[C:12]([C:8]1[O:7][CH:11]=[N:10][N:9]=1)([OH:17])[CH3:13]. Given the reactants [N:1]1[CH:6]=[CH:5][CH:4]=[CH:3][CH:2]=1.[O:7]1[CH:11]=[N:10][N:9]=[C:8]1[CH2:12][CH2:13]O.CS(Cl)(=O)=[O:17].C(N(CC)CC)C, predict the reaction product.